Dataset: Aqueous solubility values for 9,982 compounds from the AqSolDB database. Task: Regression/Classification. Given a drug SMILES string, predict its absorption, distribution, metabolism, or excretion properties. Task type varies by dataset: regression for continuous measurements (e.g., permeability, clearance, half-life) or binary classification for categorical outcomes (e.g., BBB penetration, CYP inhibition). For this dataset (solubility_aqsoldb), we predict Y. The molecule is CCCCc1ccccc1. The Y is -4.06 log mol/L.